Task: Binary Classification. Given a T-cell receptor sequence (or CDR3 region) and an epitope sequence, predict whether binding occurs between them.. Dataset: TCR-epitope binding with 47,182 pairs between 192 epitopes and 23,139 TCRs (1) The epitope is FADDLNQLTGY. The TCR CDR3 sequence is CATQENYGYTF. Result: 1 (the TCR binds to the epitope). (2) The epitope is FLNRFTTTL. The TCR CDR3 sequence is CASSLFQPQHF. Result: 1 (the TCR binds to the epitope). (3) The epitope is LLSAGIFGA. The TCR CDR3 sequence is CASSWTGWDEQFF. Result: 0 (the TCR does not bind to the epitope). (4) The TCR CDR3 sequence is CATSGWGQGGTGELFF. Result: 0 (the TCR does not bind to the epitope). The epitope is LLWNGPMAV.